From a dataset of NCI-60 drug combinations with 297,098 pairs across 59 cell lines. Regression. Given two drug SMILES strings and cell line genomic features, predict the synergy score measuring deviation from expected non-interaction effect. Drug 1: C1=CC(=CC=C1CCCC(=O)O)N(CCCl)CCCl. Drug 2: CC1=C(C(=CC=C1)Cl)NC(=O)C2=CN=C(S2)NC3=CC(=NC(=N3)C)N4CCN(CC4)CCO. Cell line: SF-539. Synergy scores: CSS=53.0, Synergy_ZIP=2.02, Synergy_Bliss=7.15, Synergy_Loewe=-26.7, Synergy_HSA=5.09.